Dataset: Kir2.1 potassium channel HTS with 301,493 compounds. Task: Binary Classification. Given a drug SMILES string, predict its activity (active/inactive) in a high-throughput screening assay against a specified biological target. The compound is S=C(N(C(C)C)c1ccccc1)Nc1c(OC)cccc1. The result is 0 (inactive).